From a dataset of Full USPTO retrosynthesis dataset with 1.9M reactions from patents (1976-2016). Predict the reactants needed to synthesize the given product. (1) Given the product [F:1][C:2]1[CH:7]=[CH:6][C:5]([C:8]2[O:12][N:11]=[C:10]([CH2:13][CH2:14][N:15]([CH3:29])[C:16](=[O:28])[C:17]3[CH:22]=[CH:21][CH:20]=[CH:19][C:18]=3[N:23]3[N:27]=[CH:26][CH:25]=[N:24]3)[N:9]=2)=[CH:4][CH:3]=1, predict the reactants needed to synthesize it. The reactants are: [F:1][C:2]1[CH:7]=[CH:6][C:5]([C:8]2[O:12][N:11]=[C:10]([CH2:13][CH2:14][NH:15][C:16](=[O:28])[C:17]3[CH:22]=[CH:21][CH:20]=[CH:19][C:18]=3[N:23]3[N:27]=[CH:26][CH:25]=[N:24]3)[N:9]=2)=[CH:4][CH:3]=1.[CH3:29]I. (2) Given the product [F:1][C:2]1[C:3]([NH:10][C:11]2[C:16]([C:17]3[N:25]=[CH:24][N:23]=[C:22]4[C:18]=3[N:19]=[CH:20][N:21]4[CH:26]3[CH2:31][CH2:30][CH2:29][CH2:28][O:27]3)=[CH:15][CH:14]=[CH:13][N:12]=2)=[C:4]([F:9])[CH:5]=[CH:6][C:7]=1[NH:8][S:42]([CH2:41][C:36]1[CH:37]=[CH:38][CH:39]=[CH:40][C:35]=1[N+:32]([O-:34])=[O:33])(=[O:43])=[O:44], predict the reactants needed to synthesize it. The reactants are: [F:1][C:2]1[C:7]([NH2:8])=[CH:6][CH:5]=[C:4]([F:9])[C:3]=1[NH:10][C:11]1[C:16]([C:17]2[N:25]=[CH:24][N:23]=[C:22]3[C:18]=2[N:19]=[CH:20][N:21]3[CH:26]2[CH2:31][CH2:30][CH2:29][CH2:28][O:27]2)=[CH:15][CH:14]=[CH:13][N:12]=1.[N+:32]([C:35]1[CH:40]=[CH:39][CH:38]=[CH:37][C:36]=1[CH2:41][S:42](Cl)(=[O:44])=[O:43])([O-:34])=[O:33].N1C=CC=CC=1.